Dataset: Forward reaction prediction with 1.9M reactions from USPTO patents (1976-2016). Task: Predict the product of the given reaction. The product is: [C:36]([O:35][C:33]([N:32]=[C:31]([NH:40][C:41]([O:43][C:44]([CH3:46])([CH3:45])[CH3:47])=[O:42])[NH:30][C:26]1[CH:25]=[C:24]([CH:4]([O:5][P:6]([C@@H:9]([NH:13][S:14]([CH2:17][C:18]2[CH:23]=[CH:22][CH:21]=[CH:20][CH:19]=2)(=[O:15])=[O:16])[CH:10]([CH3:12])[CH3:11])([OH:8])=[O:7])[C:3]([OH:48])=[O:2])[CH:29]=[CH:28][CH:27]=1)=[O:34])([CH3:37])([CH3:38])[CH3:39]. Given the reactants C[O:2][C:3](=[O:48])[CH:4]([C:24]1[CH:29]=[CH:28][CH:27]=[C:26]([NH:30][C:31]([NH:40][C:41]([O:43][C:44]([CH3:47])([CH3:46])[CH3:45])=[O:42])=[N:32][C:33]([O:35][C:36]([CH3:39])([CH3:38])[CH3:37])=[O:34])[CH:25]=1)[O:5][P:6]([C@@H:9]([NH:13][S:14]([CH2:17][C:18]1[CH:23]=[CH:22][CH:21]=[CH:20][CH:19]=1)(=[O:16])=[O:15])[CH:10]([CH3:12])[CH3:11])([OH:8])=[O:7].[Li+].[OH-].Cl, predict the reaction product.